Dataset: Forward reaction prediction with 1.9M reactions from USPTO patents (1976-2016). Task: Predict the product of the given reaction. Given the reactants [Cl:1][C:2]1[CH:3]=[C:4]([CH:9]=[C:10]([C:12]2[CH:17]=[CH:16][C:15]([CH2:18][N:19]([CH3:21])[CH3:20])=[CH:14][CH:13]=2)[N:11]=1)[C:5]([O:7]C)=O.[OH-].[Na+].C1CN([P+](ON2N=NC3C=CC=CC2=3)(N2CCCC2)N2CCCC2)CC1.F[P-](F)(F)(F)(F)F.[NH2:57][CH2:58][C:59]1[C:60](=[O:67])[NH:61][C:62]([CH3:66])=[CH:63][C:64]=1[CH3:65], predict the reaction product. The product is: [Cl:1][C:2]1[CH:3]=[C:4]([CH:9]=[C:10]([C:12]2[CH:17]=[CH:16][C:15]([CH2:18][N:19]([CH3:21])[CH3:20])=[CH:14][CH:13]=2)[N:11]=1)[C:5]([NH:57][CH2:58][C:59]1[C:60](=[O:67])[NH:61][C:62]([CH3:66])=[CH:63][C:64]=1[CH3:65])=[O:7].